Dataset: Reaction yield outcomes from USPTO patents with 853,638 reactions. Task: Predict the reaction yield, written as a fraction of the theoretical maximum amount of product (1.0 means a 100% yield; for example, 0.34 means a 34% yield). (1) The reactants are [NH3:1].CO.Cl[C:5]1[N:10]=[C:9]([Cl:11])[N:8]=[C:7]([CH3:12])[N:6]=1.C1(C)C=CC=CC=1. No catalyst specified. The product is [Cl:11][C:9]1[N:8]=[C:7]([CH3:12])[N:6]=[C:5]([NH2:1])[N:10]=1. The yield is 0.730. (2) The reactants are Br[CH2:2][CH2:3][O:4][CH:5]1[C:12]2[CH:13]=[C:14]([Cl:17])[CH:15]=[CH:16][C:11]=2[O:10][CH2:9][O:8][C:7]2[CH:18]=[CH:19][C:20]([Cl:22])=[CH:21][C:6]1=2.[CH2:23]([O:25][C:26](=[O:39])[CH:27]([O:36][CH2:37][CH3:38])[CH2:28][C:29]1[CH:34]=[CH:33][C:32]([OH:35])=[CH:31][CH:30]=1)[CH3:24].C(=O)([O-])[O-].[K+].[K+].C1OCCOCCOCCOCCOCCOC1. The catalyst is C1(C)C=CC=CC=1. The product is [CH2:23]([O:25][C:26](=[O:39])[CH:27]([O:36][CH2:37][CH3:38])[CH2:28][C:29]1[CH:30]=[CH:31][C:32]([O:35][CH2:2][CH2:3][O:4][CH:5]2[C:12]3[CH:13]=[C:14]([Cl:17])[CH:15]=[CH:16][C:11]=3[O:10][CH2:9][O:8][C:7]3[CH:18]=[CH:19][C:20]([Cl:22])=[CH:21][C:6]2=3)=[CH:33][CH:34]=1)[CH3:24]. The yield is 0.530. (3) The reactants are [C:1]([CH2:3][C:4]1[CH:12]=[CH:11][C:7]([C:8]([OH:10])=[O:9])=[CH:6][CH:5]=1)#N.Cl.[OH-:14].[Na+].[OH2:16]. No catalyst specified. The product is [C:1]([CH2:3][C:4]1[CH:12]=[CH:11][C:7]([C:8]([OH:10])=[O:9])=[CH:6][CH:5]=1)([OH:16])=[O:14]. The yield is 0.117. (4) The reactants are [Br:1][C:2]1[CH:3]=[C:4]([CH:7]=[C:8]([N+:10]([O-])=O)[CH:9]=1)[C:5]#[N:6].O.O.Cl[Sn]Cl. The catalyst is C1COCC1.CCO. The product is [NH2:10][C:8]1[CH:7]=[C:4]([CH:3]=[C:2]([Br:1])[CH:9]=1)[C:5]#[N:6]. The yield is 0.630. (5) The reactants are [NH2:1][C:2]1[CH:11]=[CH:10][C:9]2[C:4](=[CH:5][CH:6]=[CH:7][C:8]=2[O:12][CH2:13][C:14]2[CH:23]=[CH:22][C:21]3[C:16](=[CH:17][CH:18]=[CH:19][CH:20]=3)[CH:15]=2)[CH:3]=1.C(N(CC)CC)C.C(=O)=O.[S:34](O[S:34]([C:37]([F:40])([F:39])[F:38])(=[O:36])=[O:35])([C:37]([F:40])([F:39])[F:38])(=[O:36])=[O:35]. The catalyst is ClCCl.CC(C)=O. The product is [CH:15]1[C:16]2[C:21](=[CH:20][CH:19]=[CH:18][CH:17]=2)[CH:22]=[CH:23][C:14]=1[CH2:13][O:12][C:8]1[CH:7]=[CH:6][CH:5]=[C:4]2[C:9]=1[CH:10]=[CH:11][C:2]([NH:1][S:34]([C:37]([F:40])([F:39])[F:38])(=[O:36])=[O:35])=[CH:3]2. The yield is 0.300. (6) The reactants are [CH3:1][NH:2][C:3](=O)[C:4]([Cl:7])([Cl:6])[Cl:5].[C:9]1(N)[CH:14]=[CH:13][CH:12]=C[C:10]=1[NH2:15].O. The catalyst is C(O)(=O)C. The product is [Cl:5][C:4]([Cl:7])([Cl:6])[C:3]1[NH:15][C:10]2[CH:9]=[CH:14][CH:13]=[CH:12][C:1]=2[N:2]=1. The yield is 0.850. (7) The reactants are [Cl:1][C:2]1[CH:3]=[C:4]2[C:8](=[CH:9][CH:10]=1)[N:7]([CH:11]([CH2:15][CH:16]1[CH2:20][CH2:19][CH2:18][CH2:17]1)[C:12](O)=[O:13])[C:6](=[O:21])[C:5]2=[O:22].[NH2:23][C:24]1[S:25][CH:26]=[CH:27][N:28]=1.C(N(C(C)C)CC)(C)C.F[P-](F)(F)(F)(F)F.N1(O[P+](N(C)C)(N(C)C)N(C)C)C2C=CC=CC=2N=N1. The catalyst is CN(C)C=O.C(OCC)(=O)C. The product is [Cl:1][C:2]1[CH:3]=[C:4]2[C:8](=[CH:9][CH:10]=1)[N:7]([CH:11]([CH2:15][CH:16]1[CH2:20][CH2:19][CH2:18][CH2:17]1)[C:12]([NH:23][C:24]1[S:25][CH:26]=[CH:27][N:28]=1)=[O:13])[C:6](=[O:21])[C:5]2=[O:22]. The yield is 0.860. (8) The yield is 0.190. The reactants are Cl[C:2]1[O:3][C:4]2[C:5](=[C:7]([C:11]([O:13][CH3:14])=[O:12])[CH:8]=[CH:9][CH:10]=2)[N:6]=1.[CH3:15][N:16]1[CH2:21][C@H:20]([CH3:22])[NH:19][C@@H:18]([CH3:23])[C:17]1=[O:24].C(=O)([O-])[O-].[K+].[K+]. The product is [CH3:23][C@H:18]1[C:17](=[O:24])[N:16]([CH3:15])[CH2:21][C@H:20]([CH3:22])[N:19]1[C:2]1[O:3][C:4]2[C:5](=[C:7]([C:11]([O:13][CH3:14])=[O:12])[CH:8]=[CH:9][CH:10]=2)[N:6]=1. The catalyst is CN(C=O)C.O. (9) The reactants are [NH2:1][C:2]1[C:3](=[O:9])[NH:4][C:5]([CH3:8])=[CH:6][CH:7]=1.[N:10]1(C(N2C=CN=C2)=N)C=CN=[CH:11]1. The catalyst is C1COCC1. The product is [CH3:8][C:5]1[N:4]=[C:3]2[O:9][C:11]([NH2:10])=[N:1][C:2]2=[CH:7][CH:6]=1. The yield is 0.670. (10) The yield is 0.650. The product is [CH2:10]([NH:11][CH:4]([CH:6]1[CH2:8][CH2:7]1)[CH:1]1[CH2:3][CH2:2]1)[C:15]1[CH:14]=[CH:3][CH:2]=[CH:1][CH:4]=1. The reactants are [CH:1]1([C:4]([CH:6]2[CH2:8][CH2:7]2)=O)[CH2:3][CH2:2]1.[BH3-][C:10]#[N:11].[Na+].Cl[CH2:14][CH2:15]Cl. The catalyst is O.C(O[Ti](OC(C)C)(OC(C)C)OC(C)C)(C)C.